Dataset: Forward reaction prediction with 1.9M reactions from USPTO patents (1976-2016). Task: Predict the product of the given reaction. (1) The product is: [CH:1]1([C@@:4]([OH:24])([CH3:23])[CH2:5][NH:6][C:7]([C:9]2[CH:14]=[N:13][C:12]([O:32][CH2:31][C:26]3[N:27]=[CH:28][CH:29]=[CH:30][N:25]=3)=[C:11]([C:16]3[CH:21]=[CH:20][C:19]([Cl:22])=[CH:18][CH:17]=3)[N:10]=2)=[O:8])[CH2:3][CH2:2]1. Given the reactants [CH:1]1([C@@:4]([OH:24])([CH3:23])[CH2:5][NH:6][C:7]([C:9]2[CH:14]=[N:13][C:12](Br)=[C:11]([C:16]3[CH:21]=[CH:20][C:19]([Cl:22])=[CH:18][CH:17]=3)[N:10]=2)=[O:8])[CH2:3][CH2:2]1.[N:25]1[CH:30]=[CH:29][CH:28]=[N:27][C:26]=1[CH2:31][OH:32], predict the reaction product. (2) The product is: [C:6]([O:5][CH2:4][C:3]1[C:2]([B:35]2[O:36][C:37]([CH3:42])([CH3:43])[C:38]([CH3:40])([CH3:41])[O:39]2)=[CH:12][CH:11]=[CH:10][C:9]=1[N:13]1[CH2:25][CH2:24][N:16]2[C:17]3[CH2:18][CH2:19][CH2:20][CH2:21][C:22]=3[CH:23]=[C:15]2[C:14]1=[O:26])(=[O:8])[CH3:7]. Given the reactants Br[C:2]1[CH:12]=[CH:11][CH:10]=[C:9]([N:13]2[CH2:25][CH2:24][N:16]3[C:17]4[CH2:18][CH2:19][CH2:20][CH2:21][C:22]=4[CH:23]=[C:15]3[C:14]2=[O:26])[C:3]=1[CH2:4][O:5][C:6](=[O:8])[CH3:7].[CH3:42][C:37]1([CH3:43])[C:38]([CH3:41])([CH3:40])[O:39][B:35]([B:35]2[O:39][C:38]([CH3:41])([CH3:40])[C:37]([CH3:43])([CH3:42])[O:36]2)[O:36]1.CC([O-])=O.[K+], predict the reaction product. (3) Given the reactants Br[C:2]1[N:10]([CH2:11][C:12]2[CH:17]=[CH:16][C:15]([Cl:18])=[CH:14][CH:13]=2)[C:9]2[C:8](=[O:19])[N:7]([CH2:20][CH2:21][CH2:22][O:23][CH:24]3[CH2:29][CH2:28][CH2:27][CH2:26][O:25]3)[C:6](=[O:30])[N:5]([CH3:31])[C:4]=2[N:3]=1.[N-:32]=[N+:33]=[N-:34].[Na+], predict the reaction product. The product is: [N:32]([C:2]1[N:10]([CH2:11][C:12]2[CH:17]=[CH:16][C:15]([Cl:18])=[CH:14][CH:13]=2)[C:9]2[C:8](=[O:19])[N:7]([CH2:20][CH2:21][CH2:22][O:23][CH:24]3[CH2:29][CH2:28][CH2:27][CH2:26][O:25]3)[C:6](=[O:30])[N:5]([CH3:31])[C:4]=2[N:3]=1)=[N+:33]=[N-:34]. (4) Given the reactants N([O-])=[O:2].[Na+].N[C@H:6]([C:14]([OH:16])=[O:15])[CH2:7][C:8]1[CH:13]=[CH:12][CH:11]=[CH:10][CH:9]=1, predict the reaction product. The product is: [OH:2][C@@H:6]([CH2:7][C:8]1[CH:13]=[CH:12][CH:11]=[CH:10][CH:9]=1)[C:14]([OH:16])=[O:15].